From a dataset of TCR-epitope binding with 47,182 pairs between 192 epitopes and 23,139 TCRs. Binary Classification. Given a T-cell receptor sequence (or CDR3 region) and an epitope sequence, predict whether binding occurs between them. (1) The epitope is VLWAHGFEL. The TCR CDR3 sequence is CASSLGWGPNGYTF. Result: 1 (the TCR binds to the epitope). (2) The epitope is LLFNKVTLA. The TCR CDR3 sequence is CASSSGTGVGELFF. Result: 0 (the TCR does not bind to the epitope). (3) The epitope is VLAWLYAAV. The TCR CDR3 sequence is CASSRTRPLRINEKLFF. Result: 0 (the TCR does not bind to the epitope). (4) The epitope is AVFDRKSDAK. The TCR CDR3 sequence is CASSEVGGLDTEAFF. Result: 1 (the TCR binds to the epitope). (5) The epitope is IVDTVSALV. The TCR CDR3 sequence is CASSPWEGALTEAFF. Result: 1 (the TCR binds to the epitope). (6) The epitope is HTTDPSFLGRY. The TCR CDR3 sequence is CASSLAQTAYEQYF. Result: 1 (the TCR binds to the epitope). (7) The epitope is FIAGLIAIV. The TCR CDR3 sequence is CASSVPPGQDSYEQYF. Result: 1 (the TCR binds to the epitope).